Dataset: NCI-60 drug combinations with 297,098 pairs across 59 cell lines. Task: Regression. Given two drug SMILES strings and cell line genomic features, predict the synergy score measuring deviation from expected non-interaction effect. (1) Drug 1: C1=NC(=NC(=O)N1C2C(C(C(O2)CO)O)O)N. Drug 2: CC1=C(C(=O)C2=C(C1=O)N3CC4C(C3(C2COC(=O)N)OC)N4)N. Cell line: T-47D. Synergy scores: CSS=6.38, Synergy_ZIP=-7.48, Synergy_Bliss=-6.66, Synergy_Loewe=-8.00, Synergy_HSA=-5.74. (2) Drug 1: C1CC(=O)NC(=O)C1N2CC3=C(C2=O)C=CC=C3N. Drug 2: CC(CN1CC(=O)NC(=O)C1)N2CC(=O)NC(=O)C2. Cell line: KM12. Synergy scores: CSS=21.1, Synergy_ZIP=-7.36, Synergy_Bliss=-8.89, Synergy_Loewe=-5.22, Synergy_HSA=-4.01. (3) Synergy scores: CSS=10.6, Synergy_ZIP=-2.26, Synergy_Bliss=-1.47, Synergy_Loewe=10.1, Synergy_HSA=-0.838. Drug 1: C1=CC(=CC=C1C#N)C(C2=CC=C(C=C2)C#N)N3C=NC=N3. Drug 2: C1CNP(=O)(OC1)N(CCCl)CCCl. Cell line: RPMI-8226.